From a dataset of Forward reaction prediction with 1.9M reactions from USPTO patents (1976-2016). Predict the product of the given reaction. (1) Given the reactants [Cl:1][C:2]1[CH:9]=[CH:8][CH:7]=[C:6]([F:10])[C:3]=1[C:4]#[N:5].S(=O)(=O)(O)[OH:12], predict the reaction product. The product is: [Cl:1][C:2]1[CH:9]=[CH:8][CH:7]=[C:6]([F:10])[C:3]=1[C:4]([NH2:5])=[O:12]. (2) The product is: [C:15]([NH:23][C:24]1[CH:36]=[C:35](/[CH:37]=[CH:38]/[C:2]2[CH:7]=[CH:6][CH:5]=[C:4]([OH:8])[CH:3]=2)[CH:34]=[CH:33][C:25]=1[C:26]([OH:28])=[O:27])(=[O:22])[C:16]1[CH:17]=[CH:18][CH:19]=[CH:20][CH:21]=1. Given the reactants I[C:2]1[CH:3]=[C:4]([OH:8])[CH:5]=[CH:6][CH:7]=1.C(=O)([O-])[O-].[Cs+].[Cs+].[C:15]([NH:23][C:24]1[CH:36]=[C:35]([CH:37]=[CH2:38])[CH:34]=[CH:33][C:25]=1[C:26]([O:28]C(C)(C)C)=[O:27])(=[O:22])[C:16]1[CH:21]=[CH:20][CH:19]=[CH:18][CH:17]=1.C(O)(=O)CC(CC(O)=O)(C(O)=O)O, predict the reaction product. (3) The product is: [C:10]([O:14][C:15]([N:17]1[CH2:22][CH2:21][CH:20]([CH2:23][CH2:24][C:25](=[O:26])[CH2:2][C:1](=[O:3])[C:4]2[CH:9]=[CH:8][N:7]=[CH:6][CH:5]=2)[CH2:19][CH2:18]1)=[O:16])([CH3:13])([CH3:12])[CH3:11]. Given the reactants [C:1]([C:4]1[CH:9]=[CH:8][N:7]=[CH:6][CH:5]=1)(=[O:3])[CH3:2].[C:10]([O:14][C:15]([N:17]1[CH2:22][CH2:21][CH:20]([CH2:23][CH2:24][C:25](O)=[O:26])[CH2:19][CH2:18]1)=[O:16])([CH3:13])([CH3:12])[CH3:11], predict the reaction product. (4) The product is: [C:1]([C:3]1([NH:6][C:7]([C@@H:9]([NH:14][C:15]([CH:49]2[CH2:50][CH2:51][C:46]3([O:45][CH2:44][CH2:43][O:42]3)[CH2:47][CH2:48]2)=[O:21])[CH2:10][CH:11]([CH3:12])[CH3:13])=[O:8])[CH2:4][CH2:5]1)#[N:2]. Given the reactants [C:1]([C:3]1([NH:6][C:7]([C@@H:9]([NH:14][C:15](=[O:21])OC(C)(C)C)[CH2:10][CH:11]([CH3:13])[CH3:12])=[O:8])[CH2:5][CH2:4]1)#[N:2].C(O)(C(F)(F)F)=O.ClCCl.C1C=NC2N(O)N=NC=2C=1.[O:42]1[C:46]2([CH2:51][CH2:50][CH:49](C(O)=O)[CH2:48][CH2:47]2)[O:45][CH2:44][CH2:43]1.CCN=C=NCCCN(C)C.Cl, predict the reaction product. (5) Given the reactants [C:1]([O:5][C:6](=[O:37])[NH:7][C:8]1[CH:13]=[CH:12][C:11]([O:14][C:15]2[CH:20]=[CH:19][C:18]([C:21](=[O:33])[NH:22][C:23]3[CH:28]=[CH:27][C:26]([C:29]([F:32])([F:31])[F:30])=[CH:25][CH:24]=3)=[CH:17][C:16]=2[N+:34]([O-])=O)=[CH:10][CH:9]=1)([CH3:4])([CH3:3])[CH3:2].[NH4+].[Cl-], predict the reaction product. The product is: [C:1]([O:5][C:6](=[O:37])[NH:7][C:8]1[CH:13]=[CH:12][C:11]([O:14][C:15]2[CH:20]=[CH:19][C:18]([C:21](=[O:33])[NH:22][C:23]3[CH:28]=[CH:27][C:26]([C:29]([F:31])([F:30])[F:32])=[CH:25][CH:24]=3)=[CH:17][C:16]=2[NH2:34])=[CH:10][CH:9]=1)([CH3:4])([CH3:2])[CH3:3]. (6) Given the reactants [OH:1][C@H:2]([C@H:21]1[O:26][CH2:25][CH2:24][N:23]([C:27]2[CH:28]=[C:29]3[C:33](=[CH:34][CH:35]=2)[CH2:32][N:31]([CH3:36])[C:30]3=[O:37])[C:22]1=[O:38])[C:3]([NH:5][C:6]1[CH:20]=[CH:19][C:9]([CH2:10][NH:11]C(=O)OC(C)(C)C)=[CH:8][CH:7]=1)=[O:4].Cl.O1CCOCC1, predict the reaction product. The product is: [NH2:11][CH2:10][C:9]1[CH:19]=[CH:20][C:6]([NH:5][C:3](=[O:4])[C@H:2]([OH:1])[C@H:21]2[O:26][CH2:25][CH2:24][N:23]([C:27]3[CH:28]=[C:29]4[C:33](=[CH:34][CH:35]=3)[CH2:32][N:31]([CH3:36])[C:30]4=[O:37])[C:22]2=[O:38])=[CH:7][CH:8]=1. (7) Given the reactants [ClH:1].Cl.[NH2:3][C@@H:4]([CH2:13][CH3:14])[C@H:5]([OH:12])[C:6]([NH:8][CH:9]1C[CH2:10]1)=[O:7].[N+](CC)#[C-], predict the reaction product. The product is: [ClH:1].[ClH:1].[NH2:3][C@@H:4]([CH2:13][CH3:14])[C@H:5]([OH:12])[C:6]([NH:8][CH2:9][CH3:10])=[O:7].